From a dataset of CYP2C19 inhibition data for predicting drug metabolism from PubChem BioAssay. Regression/Classification. Given a drug SMILES string, predict its absorption, distribution, metabolism, or excretion properties. Task type varies by dataset: regression for continuous measurements (e.g., permeability, clearance, half-life) or binary classification for categorical outcomes (e.g., BBB penetration, CYP inhibition). Dataset: cyp2c19_veith. (1) The drug is COc1ccc(-c2noc(C3CCCN(C(=O)c4ccccc4OC)C3)n2)cc1OC. The result is 1 (inhibitor). (2) The molecule is CCCc1noc2c1/C(=N\O)CCC2. The result is 0 (non-inhibitor).